Dataset: Forward reaction prediction with 1.9M reactions from USPTO patents (1976-2016). Task: Predict the product of the given reaction. (1) Given the reactants Cl[CH2:2][C:3]1[C:4]([CH2:11][CH:12]([C:14]2[CH:19]=[CH:18][CH:17]=[CH:16][CH:15]=2)[CH3:13])=[C:5]([O:9][CH3:10])[CH:6]=[CH:7][CH:8]=1.C(N(CCCC)CCCC)CCC.[C:33]([O:37][CH2:38][CH3:39])(=[O:36])[CH:34]=C, predict the reaction product. The product is: [CH3:10][O:9][C:5]1[C:4]([CH2:11][CH:12]([C:14]2[CH:19]=[CH:18][CH:17]=[CH:16][CH:15]=2)[CH3:13])=[C:3](/[CH:2]=[CH:34]\[C:33]([O:37][CH2:38][CH3:39])=[O:36])[CH:8]=[CH:7][CH:6]=1. (2) Given the reactants [CH:1]1([C:4]2[CH:13]=[CH:12][C:7]([C:8]([O:10][CH3:11])=[O:9])=[C:6]([CH2:14][CH3:15])[CH:5]=2)[CH2:3][CH2:2]1.[I:16]I.S(=O)(=O)(O)O, predict the reaction product. The product is: [CH:1]1([C:4]2[C:13]([I:16])=[CH:12][C:7]([C:8]([O:10][CH3:11])=[O:9])=[C:6]([CH2:14][CH3:15])[CH:5]=2)[CH2:2][CH2:3]1.